Dataset: Full USPTO retrosynthesis dataset with 1.9M reactions from patents (1976-2016). Task: Predict the reactants needed to synthesize the given product. (1) Given the product [CH3:27][NH:26][C:25]([C:23]1[CH:22]=[N:21][N:20]2[C:16]([C:14]([N:11]3[CH2:10][CH2:9][NH:8][CH2:13][CH2:12]3)=[O:15])=[C:17]([CH2:35][C:36]3[CH:41]=[CH:40][CH:39]=[C:38]([F:42])[C:37]=3[CH3:43])[C:18]([C:29]3[CH:34]=[CH:33][CH:32]=[CH:31][CH:30]=3)=[C:19]2[CH:24]=1)=[O:28], predict the reactants needed to synthesize it. The reactants are: C(OC([N:8]1[CH2:13][CH2:12][N:11]([C:14]([C:16]2[N:20]3[N:21]=[CH:22][C:23]([C:25](=[O:28])[NH:26][CH3:27])=[CH:24][C:19]3=[C:18]([C:29]3[CH:34]=[CH:33][CH:32]=[CH:31][CH:30]=3)[C:17]=2[CH2:35][C:36]2[CH:41]=[CH:40][CH:39]=[C:38]([F:42])[C:37]=2[CH3:43])=[O:15])[CH2:10][CH2:9]1)=O)(C)(C)C.Cl.O1CCOCC1. (2) Given the product [F:1][C:2]([F:9])([F:8])[C:3]1[CH:4]=[N:5][N:6]([CH2:10][OH:11])[CH:7]=1, predict the reactants needed to synthesize it. The reactants are: [F:1][C:2]([F:9])([F:8])[C:3]1[CH:4]=[N:5][NH:6][CH:7]=1.[CH2:10]=[O:11]. (3) Given the product [Si:11]([O:18][C@H:19]1[CH2:24][CH2:23][N:22]([C:2]2[CH:7]=[CH:6][N:5]=[CH:4][C:3]=2[N+:8]([O-:10])=[O:9])[CH2:21][C@@H:20]1[NH:25][C:26](=[O:32])[O:27][C:28]([CH3:31])([CH3:30])[CH3:29])([C:14]([CH3:17])([CH3:16])[CH3:15])([CH3:13])[CH3:12], predict the reactants needed to synthesize it. The reactants are: Cl[C:2]1[CH:7]=[CH:6][N:5]=[CH:4][C:3]=1[N+:8]([O-:10])=[O:9].[Si:11]([O:18][C@H:19]1[CH2:24][CH2:23][NH:22][CH2:21][C@@H:20]1[NH:25][C:26](=[O:32])[O:27][C:28]([CH3:31])([CH3:30])[CH3:29])([C:14]([CH3:17])([CH3:16])[CH3:15])([CH3:13])[CH3:12].C(N(CC)CC)C. (4) Given the product [Cl:1][C:2]1[CH:10]=[C:9]([C:11]([F:14])([F:13])[F:12])[CH:8]=[CH:7][C:3]=1[C:4]([NH:37][CH:35]([C:30]1[CH:29]=[C:28]([CH:33]=[C:32]([CH3:34])[CH:31]=1)[O:27][C:24]1[CH:25]=[CH:26][C:21]([CH2:20][CH2:19][C:18]([OH:40])=[O:17])=[C:22]([CH2:38][CH3:39])[CH:23]=1)[CH3:36])=[O:6], predict the reactants needed to synthesize it. The reactants are: [Cl:1][C:2]1[CH:10]=[C:9]([C:11]([F:14])([F:13])[F:12])[CH:8]=[CH:7][C:3]=1[C:4]([OH:6])=O.C([O:17][C:18](=[O:40])[CH2:19][CH2:20][C:21]1[CH:26]=[CH:25][C:24]([O:27][C:28]2[CH:33]=[C:32]([CH3:34])[CH:31]=[C:30]([CH:35]([NH2:37])[CH3:36])[CH:29]=2)=[CH:23][C:22]=1[CH2:38][CH3:39])C. (5) Given the product [F:21][C:2]([F:1])([F:20])[C:3]1[CH:4]=[C:5]([C@H:13]2[O:17][C:16](=[O:18])[N:15]([CH2:37][C:38]3[C:43]([Br:44])=[CH:42][N:41]=[C:40]([Cl:45])[CH:39]=3)[C@H:14]2[CH3:19])[CH:6]=[C:7]([C:9]([F:10])([F:11])[F:12])[CH:8]=1, predict the reactants needed to synthesize it. The reactants are: [F:1][C:2]([F:21])([F:20])[C:3]1[CH:4]=[C:5]([C@H:13]2[O:17][C:16](=[O:18])[NH:15][C@H:14]2[CH3:19])[CH:6]=[C:7]([C:9]([F:12])([F:11])[F:10])[CH:8]=1.C[Si]([N-][Si](C)(C)C)(C)C.[Na+].CS(O[CH2:37][C:38]1[C:43]([Br:44])=[CH:42][N:41]=[C:40]([Cl:45])[CH:39]=1)(=O)=O.